Dataset: Full USPTO retrosynthesis dataset with 1.9M reactions from patents (1976-2016). Task: Predict the reactants needed to synthesize the given product. (1) Given the product [CH3:10][CH:9]1[CH2:8][CH2:7][CH2:6][NH:5][CH2:4][CH2:3][CH:2]1[OH:1], predict the reactants needed to synthesize it. The reactants are: [OH:1][CH:2]1[CH:9]([CH3:10])[CH2:8][CH2:7][CH2:6][N:5](C(OC(C)(C)C)=O)[CH2:4][CH2:3]1.Cl.CO. (2) The reactants are: [Cl:1][C:2]1[CH:3]=[CH:4][C:5]([C:40]#[N:41])=[C:6]([C:8]2[C:13]([O:14][CH3:15])=[CH:12][N:11]([CH:16]([CH2:33][CH:34]3[CH2:38][CH2:37][O:36][CH2:35]3)[C:17]([NH:19][C:20]3[CH:32]=[CH:31][C:23]([C:24]([O:26]C(C)(C)C)=[O:25])=[CH:22][CH:21]=3)=[O:18])[C:10](=[O:39])[CH:9]=2)[CH:7]=1.C(O)(C(F)(F)F)=O. Given the product [Cl:1][C:2]1[CH:3]=[CH:4][C:5]([C:40]#[N:41])=[C:6]([C:8]2[C:13]([O:14][CH3:15])=[CH:12][N:11]([CH:16]([CH2:33][CH:34]3[CH2:38][CH2:37][O:36][CH2:35]3)[C:17]([NH:19][C:20]3[CH:32]=[CH:31][C:23]([C:24]([OH:26])=[O:25])=[CH:22][CH:21]=3)=[O:18])[C:10](=[O:39])[CH:9]=2)[CH:7]=1, predict the reactants needed to synthesize it. (3) Given the product [NH:1]1[C:9]2[C:4](=[C:5]([C:10]3[N:19]=[CH:18][C:17]4[N:16]([CH2:20][CH2:21][CH:22]([NH2:27])[C:23]([CH3:26])([CH3:24])[CH3:25])[CH2:15][C@@H:14]5[CH2:35][O:36][CH2:37][CH2:38][N:13]5[C:12]=4[N:11]=3)[CH:6]=[CH:7][CH:8]=2)[CH:3]=[CH:2]1, predict the reactants needed to synthesize it. The reactants are: [NH:1]1[C:9]2[C:4](=[C:5]([C:10]3[N:19]=[CH:18][C:17]4[N:16]([CH2:20][CH2:21][CH:22]([NH:27]C(=O)OC(C)(C)C)[C:23]([CH3:26])([CH3:25])[CH3:24])[CH2:15][C@@H:14]5[CH2:35][O:36][CH2:37][CH2:38][N:13]5[C:12]=4[N:11]=3)[CH:6]=[CH:7][CH:8]=2)[CH:3]=[CH:2]1. (4) The reactants are: [CH2:1]([N:3]([CH2:24][CH3:25])[C:4]1[CH:9]=[CH:8][C:7]([NH:10][C:11]([C:13]2([NH2:23])[CH2:22][CH2:21][C:20]3[C:15](=[CH:16][CH:17]=[CH:18][CH:19]=3)[CH2:14]2)=[O:12])=[CH:6][CH:5]=1)[CH3:2].C([NH:33][CH2:34][C:35](O)=[O:36])(OC(C)(C)C)=O.CCN(CC)CC.CN(C(ON1N=NC2C=CC=CC1=2)=[N+](C)C)C.[B-](F)(F)(F)F. Given the product [CH2:24]([N:3]([CH2:1][CH3:2])[C:4]1[CH:5]=[CH:6][C:7]([NH:10][C:11]([C:13]2([NH:23][C:35](=[O:36])[CH2:34][NH2:33])[CH2:22][CH2:21][C:20]3[C:15](=[CH:16][CH:17]=[CH:18][CH:19]=3)[CH2:14]2)=[O:12])=[CH:8][CH:9]=1)[CH3:25], predict the reactants needed to synthesize it. (5) The reactants are: Cl[C:2]1[N:20]=[C:5]2[C:6]([C:10]3[CH:15]=[CH:14][C:13]([S:16]([CH3:19])(=[O:18])=[O:17])=[CH:12][CH:11]=3)=[CH:7][CH:8]=[CH:9][N:4]2[N:3]=1.[NH2:21][C:22]1[CH:23]=[C:24]([N:28]2[CH2:33][CH2:32][N:31]([CH2:34][C:35]([CH3:38])([OH:37])[CH3:36])[CH2:30][CH2:29]2)[CH:25]=[CH:26][CH:27]=1.C1(P(C2CCCCC2)C2C=CC=CC=2C2C=CC=CC=2P(C2CCCCC2)C2CCCCC2)CCCCC1. Given the product [CH3:19][S:16]([C:13]1[CH:14]=[CH:15][C:10]([C:6]2[C:5]3[N:4]([N:3]=[C:2]([NH:21][C:22]4[CH:23]=[C:24]([N:28]5[CH2:29][CH2:30][N:31]([CH2:34][C:35]([CH3:38])([OH:37])[CH3:36])[CH2:32][CH2:33]5)[CH:25]=[CH:26][CH:27]=4)[N:20]=3)[CH:9]=[CH:8][CH:7]=2)=[CH:11][CH:12]=1)(=[O:18])=[O:17], predict the reactants needed to synthesize it. (6) The reactants are: Cl[CH2:2][C:3]1[N:15]=[C:14]2[N:5]([C:6]([NH2:18])=[N:7][C:8]3[C:9]([O:16][CH3:17])=[CH:10][CH:11]=[CH:12][C:13]=32)[N:4]=1.[F:19][C:20]1[CH:21]=[C:22]2[C:26](=[CH:27][CH:28]=1)[CH2:25][NH:24][CH2:23]2.CCN(C(C)C)C(C)C. Given the product [F:19][C:20]1[CH:21]=[C:22]2[C:26](=[CH:27][CH:28]=1)[CH2:25][N:24]([CH2:2][C:3]1[N:15]=[C:14]3[N:5]([C:6]([NH2:18])=[N:7][C:8]4[C:9]([O:16][CH3:17])=[CH:10][CH:11]=[CH:12][C:13]=43)[N:4]=1)[CH2:23]2, predict the reactants needed to synthesize it. (7) Given the product [F:14][C:15]([F:25])([F:26])[O:16][C:17]1[CH:22]=[C:21]2[C:20](=[CH:19][CH:18]=1)[NH:23][C:9]1[CH2:10][CH2:11][CH:6]([C:4]([O:3][CH2:1][CH3:2])=[O:5])[CH2:7][C:8]2=1, predict the reactants needed to synthesize it. The reactants are: [CH2:1]([O:3][C:4]([CH:6]1[CH2:11][CH2:10][C:9](=O)[CH2:8][CH2:7]1)=[O:5])[CH3:2].Cl.[F:14][C:15]([F:26])([F:25])[O:16][C:17]1[CH:22]=[CH:21][C:20]([NH:23]N)=[CH:19][CH:18]=1. (8) Given the product [CH3:51][O:52][CH2:53][CH2:54][O:55][CH2:56][CH2:57][O:58][CH2:59][CH2:60][NH:61][C:33]([C:29]1[CH:28]=[C:27]([C:25]2[C:24]([CH3:36])=[CH:23][CH:22]=[C:21]([CH2:20][C@H:19]([NH:18][C:16]([C@H:13]3[CH2:14][CH2:15][C@H:10]([CH2:9][NH:8][C:6](=[O:7])[O:5][C:1]([CH3:2])([CH3:4])[CH3:3])[CH2:11][CH2:12]3)=[O:17])[C:37](=[O:50])[NH:38][C:39]3[CH:40]=[CH:41][C:42]([C:45]4[NH:46][N:47]=[N:48][N:49]=4)=[CH:43][CH:44]=3)[CH:26]=2)[CH:32]=[CH:31][CH:30]=1)=[O:34], predict the reactants needed to synthesize it. The reactants are: [C:1]([O:5][C:6]([NH:8][CH2:9][C@H:10]1[CH2:15][CH2:14][C@H:13]([C:16]([NH:18][C@H:19]([C:37](=[O:50])[NH:38][C:39]2[CH:44]=[CH:43][C:42]([C:45]3[NH:49][N:48]=[N:47][N:46]=3)=[CH:41][CH:40]=2)[CH2:20][C:21]2[CH:22]=[CH:23][C:24]([CH3:36])=[C:25]([C:27]3[CH:32]=[CH:31][CH:30]=[C:29]([C:33](O)=[O:34])[CH:28]=3)[CH:26]=2)=[O:17])[CH2:12][CH2:11]1)=[O:7])([CH3:4])([CH3:3])[CH3:2].[CH3:51][O:52][CH2:53][CH2:54][O:55][CH2:56][CH2:57][O:58][CH2:59][CH2:60][NH2:61].F[P-](F)(F)(F)(F)F.CN(C(ON1C2=NC=CC=C2N=N1)=[N+](C)C)C.C(N(CC)C(C)C)(C)C.